Dataset: Caco-2 cell permeability data measuring drug intestinal absorption for ~900 compounds. Task: Regression/Classification. Given a drug SMILES string, predict its absorption, distribution, metabolism, or excretion properties. Task type varies by dataset: regression for continuous measurements (e.g., permeability, clearance, half-life) or binary classification for categorical outcomes (e.g., BBB penetration, CYP inhibition). For this dataset (caco2_wang), we predict Y. (1) The molecule is NC(=O)CC[C@H](N)C(=O)O. The Y is -6.07 log Papp (cm/s). (2) The compound is [Cl-].c1c2c(cc3c1OCO3)-c1cc3ccc4c(c3c[n+]1CC2)OCO4. The Y is -4.96 log Papp (cm/s). (3) The drug is NC(Cc1c[nH]c2ccccc12)C(=O)O. The Y is -5.39 log Papp (cm/s). (4) The drug is NCC(=O)N1CCC[C@H]1C(=O)O. The Y is -5.21 log Papp (cm/s). (5) The drug is O=C1CC(c2ccc(O)c(O)c2)Oc2cc(O)cc(O)c21. The Y is -5.28 log Papp (cm/s). (6) The molecule is CC1=C[C@@H]2O[C@@H]3[C@@H](O)C[C@](C)([C@]34CO4)[C@]2(CO)[C@@H](O)C1=O. The Y is -5.30 log Papp (cm/s). (7) The drug is CC(=O)c1ccc2c(c1)N1C(=O)OCC1CC2. The Y is -4.01 log Papp (cm/s).